From a dataset of Forward reaction prediction with 1.9M reactions from USPTO patents (1976-2016). Predict the product of the given reaction. (1) Given the reactants Br[C:2]1[CH:3]=[C:4]2[C:9](=[CH:10][CH:11]=1)[N:8]=[C:7]([O:12][CH3:13])[C:6]([CH2:14][N:15]1[CH2:18][C:17]([F:20])([F:19])[CH2:16]1)=[C:5]2[Cl:21].[CH3:22][C:23]1[C:28]([C:29]([C:31]2[N:35]([CH3:36])[N:34]=[N:33][CH:32]=2)=[O:30])=[CH:27][CH:26]=[C:25]([CH3:37])[N:24]=1, predict the reaction product. The product is: [Cl:21][C:5]1[C:4]2[C:9](=[CH:10][CH:11]=[C:2]([C:29]([C:28]3[C:23]([CH3:22])=[N:24][C:25]([CH3:37])=[CH:26][CH:27]=3)([C:31]3[N:35]([CH3:36])[N:34]=[N:33][CH:32]=3)[OH:30])[CH:3]=2)[N:8]=[C:7]([O:12][CH3:13])[C:6]=1[CH2:14][N:15]1[CH2:18][C:17]([F:20])([F:19])[CH2:16]1. (2) Given the reactants Cl[C:2]1[N:3]([CH2:10][C:11]([OH:31])([CH3:30])[CH2:12][N:13]2[N:17]=[C:16]([C:18]3[CH:23]=[CH:22][C:21]([O:24][C:25]([F:28])([F:27])[F:26])=[CH:20][CH:19]=3)[O:15][C:14]2=[O:29])[CH:4]=[C:5]([N+:7]([O-:9])=[O:8])[N:6]=1.[H-].[Na+], predict the reaction product. The product is: [CH3:30][C:11]1([CH2:12][N:13]2[N:17]=[C:16]([C:18]3[CH:23]=[CH:22][C:21]([O:24][C:25]([F:28])([F:27])[F:26])=[CH:20][CH:19]=3)[O:15][C:14]2=[O:29])[O:31][C:2]2=[N:6][C:5]([N+:7]([O-:9])=[O:8])=[CH:4][N:3]2[CH2:10]1. (3) Given the reactants C1(P([N:15]=[N+:16]=[N-:17])(C2C=CC=CC=2)=O)C=CC=CC=1.[CH3:18][C@@H:19]1[N:40]2[C:23]3[C:24]([C:36]([C:38](C(O)=O)=[CH:39]2)=[O:37])=[CH:25][C:26]([F:35])=[C:27]([N:28]2[CH2:33][CH2:32][N:31]([CH3:34])[CH2:30][CH2:29]2)[C:22]=3[O:21][CH2:20]1.CC[N:46]([CH2:49]C)CC.[OH2:51], predict the reaction product. The product is: [F:35][C:26]1[CH:25]=[C:24]2[C:23]3=[C:22]([O:21][CH2:20][C@H:19]([CH3:18])[N:40]3[CH:39]=[C:38]([N:15]3[C:49](=[O:51])[NH:46][N:17]=[N:16]3)[C:36]2=[O:37])[C:27]=1[N:28]1[CH2:33][CH2:32][N:31]([CH3:34])[CH2:30][CH2:29]1. (4) Given the reactants [N:1]1[CH:6]=[CH:5][C:4]([C:7]2[CH:15]=[CH:14][C:10]([C:11]([OH:13])=O)=[CH:9][CH:8]=2)=[CH:3][CH:2]=1.[CH3:16][O:17][C:18]1[CH:19]=[C:20]([C@@H:24]([NH2:26])[CH3:25])[CH:21]=[CH:22][CH:23]=1.CCN(C(C)C)C(C)C.F[B-](F)(F)F.N1(OC(N(C)C)=[N+](C)C)C2C=CC=CC=2N=N1, predict the reaction product. The product is: [CH3:16][O:17][C:18]1[CH:19]=[C:20]([C@@H:24]([NH:26][C:11](=[O:13])[C:10]2[CH:9]=[CH:8][C:7]([C:4]3[CH:3]=[CH:2][N:1]=[CH:6][CH:5]=3)=[CH:15][CH:14]=2)[CH3:25])[CH:21]=[CH:22][CH:23]=1. (5) Given the reactants [CH3:1][S:2]([OH:5])(=[O:4])=[O:3].[CH3:6][C:7]1([CH3:27])[CH2:12][C:11]([CH3:14])([CH3:13])[CH2:10][CH:9]([C:15]2[CH:20]=[CH:19][CH:18]=[CH:17][C:16]=2[N:21]2[CH2:26][CH2:25][NH:24][CH2:23][CH2:22]2)[CH2:8]1.[OH-].[Na+].C(O[BH-](O[C:40](=O)[CH3:41])OC(=O)C)(=O)C.[Na+].CS(O)(=O)=O.CO[C:51](C)(C)[CH3:52], predict the reaction product. The product is: [CH3:1][S:2]([OH:5])(=[O:4])=[O:3].[CH:40]1([CH2:41][N:24]2[CH2:23][CH2:22][N:21]([C:16]3[CH:17]=[CH:18][CH:19]=[CH:20][C:15]=3[CH:9]3[CH2:8][C:7]([CH3:27])([CH3:6])[CH2:12][C:11]([CH3:13])([CH3:14])[CH2:10]3)[CH2:26][CH2:25]2)[CH2:52][CH2:51]1. (6) The product is: [C:1]([O:5][C:6](=[O:36])[N:7]([CH2:16][C:17]1[CH:18]=[N:19][C:20]([CH3:35])=[C:21]([O:25][CH2:26][C:27]2[CH:32]=[CH:31][CH:30]=[C:29]([C:33]#[N:34])[CH:28]=2)[C:22]=1[CH:23]([OH:24])[CH3:37])[C:8]1[CH:13]=[CH:12][C:11]([C:14]#[N:15])=[CH:10][CH:9]=1)([CH3:4])([CH3:3])[CH3:2]. Given the reactants [C:1]([O:5][C:6](=[O:36])[N:7]([CH2:16][C:17]1[CH:18]=[N:19][C:20]([CH3:35])=[C:21]([O:25][CH2:26][C:27]2[CH:32]=[CH:31][CH:30]=[C:29]([C:33]#[N:34])[CH:28]=2)[C:22]=1[CH:23]=[O:24])[C:8]1[CH:13]=[CH:12][C:11]([C:14]#[N:15])=[CH:10][CH:9]=1)([CH3:4])([CH3:3])[CH3:2].[CH3:37][Mg]Br, predict the reaction product. (7) Given the reactants C(OC([N:8]1[CH2:17][CH2:16][C:15]2[N:14]=[CH:13][C:12]([NH:18][C:19]([C:21]3[CH:25]=[CH:24][NH:23][N:22]=3)=[O:20])=[CH:11][C:10]=2[CH2:9]1)=O)(C)(C)C.[F:26][C:27]([F:32])([F:31])[C:28]([OH:30])=[O:29], predict the reaction product. The product is: [F:26][C:27]([F:32])([F:31])[C:28]([O-:30])=[O:29].[NH:23]1[CH:24]=[CH:25][C:21]([C:19]([NH:18][C:12]2[CH:13]=[N:14][C:15]3[CH2:16][CH2:17][NH2+:8][CH2:9][C:10]=3[CH:11]=2)=[O:20])=[N:22]1.